Task: Regression. Given a peptide amino acid sequence and an MHC pseudo amino acid sequence, predict their binding affinity value. This is MHC class I binding data.. Dataset: Peptide-MHC class I binding affinity with 185,985 pairs from IEDB/IMGT (1) The peptide sequence is YFRNSGMTY. The MHC is HLA-A31:01 with pseudo-sequence HLA-A31:01. The binding affinity (normalized) is 0.0847. (2) The peptide sequence is TEAKIISLL. The MHC is HLA-B40:01 with pseudo-sequence HLA-B40:01. The binding affinity (normalized) is 0.797. (3) The MHC is HLA-A68:02 with pseudo-sequence HLA-A68:02. The binding affinity (normalized) is 0.258. The peptide sequence is RAMASDFNL.